This data is from Full USPTO retrosynthesis dataset with 1.9M reactions from patents (1976-2016). The task is: Predict the reactants needed to synthesize the given product. (1) Given the product [OH:7][CH2:6][C:5]1[S:1][C:2]([C:11]([O:13][CH2:14][CH3:15])=[O:12])=[CH:3][CH:4]=1, predict the reactants needed to synthesize it. The reactants are: [S:1]1[C:5]([C:6](OCC)=[O:7])=[CH:4][CH:3]=[C:2]1[C:11]([O:13][CH2:14][CH3:15])=[O:12].[BH4-].[Na+].O. (2) Given the product [F:1][C:2]1[C:10]([N+:12]([O-:14])=[O:13])=[CH:9][C:5]([C:6]([OH:8])=[O:7])=[C:4]([CH3:11])[CH:3]=1, predict the reactants needed to synthesize it. The reactants are: [F:1][C:2]1[CH:10]=[CH:9][C:5]([C:6]([OH:8])=[O:7])=[C:4]([CH3:11])[CH:3]=1.[N+:12]([O-])([OH:14])=[O:13]. (3) Given the product [C:1]([C:3]1[C:4]2[N:13]([CH:14]3[CH2:18][CH2:17][CH2:16][CH2:15]3)[N:12]=[C:11]([C:19]3[CH:20]=[C:21]([C:24]([NH2:26])=[O:25])[S:22][CH:23]=3)[C:5]=2[C:6](=[O:9])[NH:7][CH:8]=1)#[N:2], predict the reactants needed to synthesize it. The reactants are: [C:1]([C:3]1[C:4]2[N:13]([CH:14]3[CH2:18][CH2:17][CH2:16][CH2:15]3)[N:12]=[C:11]([C:19]3[CH:20]=[C:21]([C:24]([NH2:26])=[O:25])[S:22][CH:23]=3)[C:5]=2[C:6]([O:9]C)=[N:7][CH:8]=1)#[N:2].[I-].[Na+].Cl[Si](C)(C)C. (4) Given the product [CH2:12]([O:11][C:4]1[CH:5]=[CH:6][C:7]([N+:8]([O-:10])=[O:9])=[C:2]([F:1])[CH:3]=1)[C:13]1[CH:18]=[CH:17][CH:16]=[CH:15][CH:14]=1, predict the reactants needed to synthesize it. The reactants are: [F:1][C:2]1[CH:3]=[C:4]([OH:11])[CH:5]=[CH:6][C:7]=1[N+:8]([O-:10])=[O:9].[CH2:12](Br)[C:13]1[CH:18]=[CH:17][CH:16]=[CH:15][CH:14]=1.C(=O)([O-])[O-].[K+].[K+]. (5) Given the product [CH3:1][C:2]1([CH3:18])[O:6][C:5]2[CH:7]=[CH:8][C:9]([C:11]3[CH:17]=[CH:16][C:14]([NH:15][S:19]([NH2:22])(=[O:21])=[O:20])=[CH:13][CH:12]=3)=[CH:10][C:4]=2[O:3]1, predict the reactants needed to synthesize it. The reactants are: [CH3:1][C:2]1([CH3:18])[O:6][C:5]2[CH:7]=[CH:8][C:9]([C:11]3[CH:17]=[CH:16][C:14]([NH2:15])=[CH:13][CH:12]=3)=[CH:10][C:4]=2[O:3]1.[S:19](N)([NH2:22])(=[O:21])=[O:20]. (6) Given the product [N:27]([CH2:2][C:3]([NH:5][C:6]1[C:15]2[C:10](=[CH:11][CH:12]=[CH:13][CH:14]=2)[N:9]=[C:8]([N:16]2[CH2:22][CH2:21][CH2:20][C:19]3[CH:23]=[CH:24][CH:25]=[CH:26][C:18]=3[CH2:17]2)[CH:7]=1)=[O:4])=[N+:28]=[N-:29], predict the reactants needed to synthesize it. The reactants are: Cl[CH2:2][C:3]([NH:5][C:6]1[C:15]2[C:10](=[CH:11][CH:12]=[CH:13][CH:14]=2)[N:9]=[C:8]([N:16]2[CH2:22][CH2:21][CH2:20][C:19]3[CH:23]=[CH:24][CH:25]=[CH:26][C:18]=3[CH2:17]2)[CH:7]=1)=[O:4].[N-:27]=[N+:28]=[N-:29].[Na+]. (7) Given the product [CH3:22][O:20][CH2:19][C:11]1[CH:10]=[C:9]([CH:4]2[O:5][CH2:6][CH2:7][CH2:8][O:3]2)[C:18]2[C:13]([CH:12]=1)=[CH:14][CH:15]=[CH:16][CH:17]=2, predict the reactants needed to synthesize it. The reactants are: [H-].[Na+].[O:3]1[CH2:8][CH2:7][CH2:6][O:5][CH:4]1[C:9]1[C:18]2[C:13](=[CH:14][CH:15]=[CH:16][CH:17]=2)[CH:12]=[C:11]([CH2:19][OH:20])[CH:10]=1.I[CH3:22].[Cl-].[NH4+]. (8) Given the product [NH2:13][C:9]1[N:8]=[C:7]([C:3](=[O:2])[CH3:4])[CH:12]=[CH:11][N:10]=1, predict the reactants needed to synthesize it. The reactants are: C[O:2][C:3]([C:7]1[CH:12]=[CH:11][N:10]=[C:9]([NH2:13])[N:8]=1)(OC)[CH3:4].Cl. (9) Given the product [CH3:1][O:2][C:3]1[CH:4]=[C:5]2[C:10](=[CH:11][C:12]=1[O:13][CH3:14])[N:9]=[CH:8][CH:7]=[C:6]2[O:15][C:16]1[CH:22]=[CH:21][C:19]([NH:20][C:36]([NH:44][C:45]2[S:46][C:47]([CH3:50])=[N:48][N:49]=2)=[O:42])=[CH:18][CH:17]=1, predict the reactants needed to synthesize it. The reactants are: [CH3:1][O:2][C:3]1[CH:4]=[C:5]2[C:10](=[CH:11][C:12]=1[O:13][CH3:14])[N:9]=[CH:8][CH:7]=[C:6]2[O:15][C:16]1[CH:22]=[CH:21][C:19]([NH2:20])=[CH:18][CH:17]=1.C(N(C(C)C)CC)(C)C.ClC(Cl)(O[C:36](=[O:42])OC(Cl)(Cl)Cl)Cl.[NH2:44][C:45]1[S:46][C:47]([CH3:50])=[N:48][N:49]=1.